Dataset: Reaction yield outcomes from USPTO patents with 853,638 reactions. Task: Predict the reaction yield, written as a fraction of the theoretical maximum amount of product (1.0 means a 100% yield; for example, 0.34 means a 34% yield). (1) The reactants are [CH:1]1([CH2:7][O:8][C:9]2[CH:14]=[C:13]([O:15][CH2:16][CH2:17][O:18][CH3:19])[CH:12]=[CH:11][C:10]=2/[CH:20]=[CH:21]/[C:22]([NH:24][S:25]([CH2:28][CH2:29][CH2:30][CH2:31][CH3:32])(=[O:27])=[O:26])=[O:23])[CH2:6][CH2:5][CH2:4][CH2:3][CH2:2]1. The catalyst is CO.[C].[Pd]. The product is [CH:1]1([CH2:7][O:8][C:9]2[CH:14]=[C:13]([O:15][CH2:16][CH2:17][O:18][CH3:19])[CH:12]=[CH:11][C:10]=2[CH2:20][CH2:21][C:22]([NH:24][S:25]([CH2:28][CH2:29][CH2:30][CH2:31][CH3:32])(=[O:27])=[O:26])=[O:23])[CH2:2][CH2:3][CH2:4][CH2:5][CH2:6]1. The yield is 0.910. (2) The reactants are Br[C:2]1[CH:10]=[CH:9][C:5]([C:6]([OH:8])=[O:7])=[CH:4][C:3]=1[O:11][CH3:12].[Li]CCCC.[CH3:18][C:19]([CH3:21])=[O:20].Cl. The catalyst is C1COCC1.[OH-].[Na+]. The product is [OH:20][C:19]([C:2]1[CH:10]=[CH:9][C:5]([C:6]([OH:8])=[O:7])=[CH:4][C:3]=1[O:11][CH3:12])([CH3:21])[CH3:18]. The yield is 0.340.